Dataset: Catalyst prediction with 721,799 reactions and 888 catalyst types from USPTO. Task: Predict which catalyst facilitates the given reaction. (1) Reactant: [C:1]([O:7][CH2:8][C:9]1[CH:14]=[CH:13][CH:12]=[C:11]([Cl:15])[C:10]=1[NH:16][C:17]([C:19]1[S:23][C:22]([NH:24]C(C2C=CC=CC=2)(C2C=CC=CC=2)C2C=CC=CC=2)=[N:21][CH:20]=1)=[O:18])(=[O:6])[C:2]([CH3:5])([CH3:4])[CH3:3].C(O)=O. Product: [C:1]([O:7][CH2:8][C:9]1[CH:14]=[CH:13][CH:12]=[C:11]([Cl:15])[C:10]=1[NH:16][C:17]([C:19]1[S:23][C:22]([NH2:24])=[N:21][CH:20]=1)=[O:18])(=[O:6])[C:2]([CH3:5])([CH3:4])[CH3:3]. The catalyst class is: 14. (2) Reactant: C(OC([N:8]1[CH2:13][CH2:12][N:11]([CH:14]([C:18]2[CH:23]=[CH:22][CH:21]=[C:20]([O:24][CH3:25])[CH:19]=2)[C:15]([OH:17])=O)[CH2:10][CH2:9]1)=O)(C)(C)C.[CH3:26][O:27][C:28]1[C:29]([C:41]#[N:42])=[CH:30][C:31]2[C:36]([C:37]=1[CH2:38][NH:39][CH3:40])=[CH:35][CH:34]=[CH:33][CH:32]=2.C1C=CC2N(O)N=NC=2C=1.Cl.CN(C)CCCN=C=NCC. Product: [C:41]([C:29]1[C:28]([O:27][CH3:26])=[C:37]([CH2:38][N:39]([CH3:40])[C:15](=[O:17])[CH:14]([C:18]2[CH:23]=[CH:22][CH:21]=[C:20]([O:24][CH3:25])[CH:19]=2)[N:11]2[CH2:10][CH2:9][NH:8][CH2:13][CH2:12]2)[C:36]2[C:31]([CH:30]=1)=[CH:32][CH:33]=[CH:34][CH:35]=2)#[N:42]. The catalyst class is: 2. (3) Reactant: B(Br)(Br)[Br:2].C[O:6][C:7]1[CH:12]=[CH:11][CH:10]=[CH:9][C:8]=1[CH2:13][CH2:14][NH:15][CH2:16][C:17]1[CH:26]=[CH:25][C:20]([C:21]([O:23][CH3:24])=[O:22])=[CH:19][CH:18]=1.CO. Product: [BrH:2].[OH:6][C:7]1[CH:12]=[CH:11][CH:10]=[CH:9][C:8]=1[CH2:13][CH2:14][NH:15][CH2:16][C:17]1[CH:18]=[CH:19][C:20]([C:21]([O:23][CH3:24])=[O:22])=[CH:25][CH:26]=1. The catalyst class is: 4. (4) Reactant: CON(C)[C:4](=[O:17])[C:5]1[CH:10]=[CH:9][C:8]([S:11]([F:16])([F:15])([F:14])([F:13])[F:12])=[CH:7][CH:6]=1.[CH3:19][Li]. Product: [F:12][S:11]([F:16])([F:15])([F:14])([F:13])[C:8]1[CH:9]=[CH:10][C:5]([C:4](=[O:17])[CH3:19])=[CH:6][CH:7]=1. The catalyst class is: 1. (5) Reactant: [Cl:1][C:2]1[CH:3]=[N:4][CH:5]=[C:6]([Cl:24])[C:7]=1[CH2:8][CH:9]([C:11]1[C:16]2[CH2:17][C:18]([CH3:21])([CH3:20])[O:19][C:15]=2[C:14]([O:22][CH3:23])=[CH:13][CH:12]=1)[OH:10].[Cr](Cl)([O-])(=O)=O.[NH+]1C=CC=CC=1. Product: [Cl:1][C:2]1[CH:3]=[N:4][CH:5]=[C:6]([Cl:24])[C:7]=1[CH2:8][C:9]([C:11]1[C:16]2[CH2:17][C:18]([CH3:20])([CH3:21])[O:19][C:15]=2[C:14]([O:22][CH3:23])=[CH:13][CH:12]=1)=[O:10]. The catalyst class is: 2. (6) Reactant: [C:1]([OH:13])(=O)[C:2]1[CH:11]=[CH:10][C:9]2[C:4](=[CH:5][CH:6]=[CH:7][CH:8]=2)[N:3]=1.Cl.CN(C)CCCN=C=NCC.ON1C2C=CC=CC=2N=N1.[CH2:36]([CH2:38][NH2:39])[OH:37].CN1CCOCC1. Product: [OH:37][CH2:36][CH2:38][NH:39][C:1]([C:2]1[CH:11]=[CH:10][C:9]2[C:4](=[CH:5][CH:6]=[CH:7][CH:8]=2)[N:3]=1)=[O:13]. The catalyst class is: 39. (7) Reactant: [CH2:1]([O:8][C:9](=[O:19])[NH:10][CH2:11][C@H:12]1[CH2:17][CH2:16][C@@H:15]([NH2:18])[CH2:14][CH2:13]1)[C:2]1[CH:7]=[CH:6][CH:5]=[CH:4][CH:3]=1.CCN(CC)CC.[F:27][C:28]1[CH:29]=[C:30]([CH:34]=[CH:35][C:36]=1[F:37])[C:31](Cl)=[O:32].C([O-])(O)=O.[Na+]. Product: [CH2:1]([O:8][C:9](=[O:19])[NH:10][CH2:11][C@H:12]1[CH2:17][CH2:16][C@@H:15]([NH:18][C:31](=[O:32])[C:30]2[CH:34]=[CH:35][C:36]([F:37])=[C:28]([F:27])[CH:29]=2)[CH2:14][CH2:13]1)[C:2]1[CH:3]=[CH:4][CH:5]=[CH:6][CH:7]=1. The catalyst class is: 22.